Dataset: Clinical trial toxicity outcomes and FDA approval status for drugs. Task: Regression/Classification. Given a drug SMILES string, predict its toxicity properties. Task type varies by dataset: regression for continuous values (e.g., LD50, hERG inhibition percentage) or binary classification for toxic/non-toxic outcomes (e.g., AMES mutagenicity, cardiotoxicity, hepatotoxicity). Dataset: clintox. (1) The molecule is CCCCC[C@H](O)/C=C/[C@H]1[C@H](O)CC(=O)[C@@H]1C/C=C\CCCC(=O)[O-]. The result is 0 (passed clinical trial). (2) The molecule is CCC1NC(=O)c2cc(S(N)(=O)=O)c(Cl)cc2N1. The result is 0 (passed clinical trial). (3) The molecule is CC(COc1ccccc1)[NH+](CCCl)Cc1ccccc1. The result is 0 (passed clinical trial). (4) The compound is CC(C)c1nc(CN(C)C(=O)N[C@H](C(=O)N[C@@H](Cc2ccccc2)C[C@H](O)[C@H](Cc2ccccc2)NC(=O)OCc2cncs2)C(C)C)cs1. The result is 0 (passed clinical trial).